Dataset: Catalyst prediction with 721,799 reactions and 888 catalyst types from USPTO. Task: Predict which catalyst facilitates the given reaction. (1) Reactant: [CH2:1]([O:8][C:9]1[C:18](=[O:19])[N:17]2[C:12]([C:13]([CH3:21])([CH3:20])[O:14][CH2:15][CH2:16]2)=[N:11][C:10]=1[C:22]([NH:24][CH3:25])=O)[C:2]1[CH:7]=[CH:6][CH:5]=[CH:4][CH:3]=1.COC1C=CC(P2(SP(C3C=CC(OC)=CC=3)(=S)S2)=[S:35])=CC=1. Product: [CH2:1]([O:8][C:9]1[C:18](=[O:19])[N:17]2[C:12]([C:13]([CH3:21])([CH3:20])[O:14][CH2:15][CH2:16]2)=[N:11][C:10]=1[C:22](=[S:35])[NH:24][CH3:25])[C:2]1[CH:7]=[CH:6][CH:5]=[CH:4][CH:3]=1. The catalyst class is: 1. (2) Reactant: [F:1][CH:2]([F:42])[O:3][C:4]1[CH:9]=[CH:8][C:7]([C:10]2[CH:11]=[N:12][C:13]([NH:16][C:17]3[CH:18]=[CH:19][C:20]([CH3:41])=[C:21]([NH:23][C:24]([N:26]4[CH2:33][C:30]5([CH2:32][CH2:31]5)[N:29](CC5C=CC=CC=5)[CH2:28][CH2:27]4)=[O:25])[CH:22]=3)=[N:14][CH:15]=2)=[CH:6][CH:5]=1.[H][H]. Product: [F:42][CH:2]([F:1])[O:3][C:4]1[CH:9]=[CH:8][C:7]([C:10]2[CH:11]=[N:12][C:13]([NH:16][C:17]3[CH:18]=[CH:19][C:20]([CH3:41])=[C:21]([NH:23][C:24]([N:26]4[CH2:33][C:30]5([CH2:32][CH2:31]5)[NH:29][CH2:28][CH2:27]4)=[O:25])[CH:22]=3)=[N:14][CH:15]=2)=[CH:6][CH:5]=1. The catalyst class is: 19. (3) Reactant: C[N:2]([CH:4]=[C:5]1[C:10](=[O:11])[CH2:9][CH2:8][CH2:7][C:6]1=O)C.[CH3:13][NH:14]N.CC(O)=O. Product: [CH3:13][N:14]1[C:6]2[CH2:7][CH2:8][CH2:9][C:10](=[O:11])[C:5]=2[CH:4]=[N:2]1. The catalyst class is: 218. (4) Reactant: [O:1]=[C:2]1[N:13]2[C:14]3[N:9]([CH2:10][CH2:11][C@H:12]2[CH2:15][N:16]2[CH2:21][CH2:20][CH:19]([NH:22]C(=O)OC(C)(C)C)[CH2:18][CH2:17]2)[C:8](=[O:30])[CH:7]=[CH:6][C:5]=3[N:4]=[CH:3]1.[ClH:31].O1CCOCC1. Product: [ClH:31].[ClH:31].[NH2:22][CH:19]1[CH2:20][CH2:21][N:16]([CH2:15][C@@H:12]2[CH2:11][CH2:10][N:9]3[C:14]4[N:13]2[C:2](=[O:1])[CH:3]=[N:4][C:5]=4[CH:6]=[CH:7][C:8]3=[O:30])[CH2:17][CH2:18]1. The catalyst class is: 147. (5) Reactant: [F:1][C:2]([F:15])([F:14])[S:3]([O:6]S(C(F)(F)F)(=O)=O)(=[O:5])=[O:4].O[CH:17]([CH2:23][CH2:24][C:25]1[CH:30]=[CH:29][CH:28]=[CH:27][CH:26]=1)[C:18]([O:20][CH2:21][CH3:22])=[O:19].O.Cl. Product: [C:25]1([CH2:24][CH2:23][CH:17]([O:6][S:3]([C:2]([F:15])([F:14])[F:1])(=[O:5])=[O:4])[C:18]([O:20][CH2:21][CH3:22])=[O:19])[CH:30]=[CH:29][CH:28]=[CH:27][CH:26]=1. The catalyst class is: 2.